Dataset: NCI-60 drug combinations with 297,098 pairs across 59 cell lines. Task: Regression. Given two drug SMILES strings and cell line genomic features, predict the synergy score measuring deviation from expected non-interaction effect. (1) Drug 1: CC1C(C(CC(O1)OC2CC(OC(C2O)C)OC3=CC4=CC5=C(C(=O)C(C(C5)C(C(=O)C(C(C)O)O)OC)OC6CC(C(C(O6)C)O)OC7CC(C(C(O7)C)O)OC8CC(C(C(O8)C)O)(C)O)C(=C4C(=C3C)O)O)O)O. Drug 2: C1CNP(=O)(OC1)N(CCCl)CCCl. Cell line: SNB-19. Synergy scores: CSS=29.1, Synergy_ZIP=0.304, Synergy_Bliss=-0.383, Synergy_Loewe=-50.9, Synergy_HSA=-1.29. (2) Drug 1: C1=CC(=CC=C1CCCC(=O)O)N(CCCl)CCCl. Drug 2: CC12CCC3C(C1CCC2OP(=O)(O)O)CCC4=C3C=CC(=C4)OC(=O)N(CCCl)CCCl.[Na+]. Cell line: K-562. Synergy scores: CSS=7.99, Synergy_ZIP=-8.79, Synergy_Bliss=-11.9, Synergy_Loewe=-15.8, Synergy_HSA=-11.5. (3) Drug 1: C1=CN(C(=O)N=C1N)C2C(C(C(O2)CO)O)O.Cl. Drug 2: CN(C(=O)NC(C=O)C(C(C(CO)O)O)O)N=O. Cell line: CCRF-CEM. Synergy scores: CSS=63.7, Synergy_ZIP=-0.0985, Synergy_Bliss=-0.425, Synergy_Loewe=-19.6, Synergy_HSA=-0.240. (4) Drug 1: C1CCN(CC1)CCOC2=CC=C(C=C2)C(=O)C3=C(SC4=C3C=CC(=C4)O)C5=CC=C(C=C5)O. Drug 2: C1=CC=C(C=C1)NC(=O)CCCCCCC(=O)NO. Cell line: SK-MEL-28. Synergy scores: CSS=-4.77, Synergy_ZIP=-1.75, Synergy_Bliss=2.02, Synergy_Loewe=-7.53, Synergy_HSA=-3.46. (5) Drug 1: CC1=C(C=C(C=C1)NC2=NC=CC(=N2)N(C)C3=CC4=NN(C(=C4C=C3)C)C)S(=O)(=O)N.Cl. Drug 2: C1=CC(=CC=C1CCCC(=O)O)N(CCCl)CCCl. Cell line: SK-MEL-28. Synergy scores: CSS=7.44, Synergy_ZIP=-4.18, Synergy_Bliss=-7.07, Synergy_Loewe=-11.2, Synergy_HSA=-9.69. (6) Drug 1: CN1C2=C(C=C(C=C2)N(CCCl)CCCl)N=C1CCCC(=O)O.Cl. Drug 2: C(CC(=O)O)C(=O)CN.Cl. Cell line: SK-MEL-28. Synergy scores: CSS=7.93, Synergy_ZIP=-2.15, Synergy_Bliss=0.988, Synergy_Loewe=-1.13, Synergy_HSA=-0.0999. (7) Drug 1: CC1=C(C(=CC=C1)Cl)NC(=O)C2=CN=C(S2)NC3=CC(=NC(=N3)C)N4CCN(CC4)CCO. Drug 2: CC(C)CN1C=NC2=C1C3=CC=CC=C3N=C2N. Cell line: UACC62. Synergy scores: CSS=3.60, Synergy_ZIP=-1.41, Synergy_Bliss=0.955, Synergy_Loewe=0.0755, Synergy_HSA=1.11. (8) Synergy scores: CSS=2.21, Synergy_ZIP=-2.98, Synergy_Bliss=-5.20, Synergy_Loewe=-13.5, Synergy_HSA=-6.14. Cell line: HS 578T. Drug 1: CC1=C(C=C(C=C1)NC(=O)C2=CC=C(C=C2)CN3CCN(CC3)C)NC4=NC=CC(=N4)C5=CN=CC=C5. Drug 2: C1=NC2=C(N=C(N=C2N1C3C(C(C(O3)CO)O)F)Cl)N.